From a dataset of Catalyst prediction with 721,799 reactions and 888 catalyst types from USPTO. Predict which catalyst facilitates the given reaction. (1) Reactant: Cl[C:2]1[C:7]([CH:8]([O:13][CH2:14][CH3:15])[C:9]([O:11][CH3:12])=[O:10])=[C:6]([CH3:16])[N:5]=[C:4]2[S:17][C:18]3[CH2:23][CH2:22][CH2:21][CH2:20][C:19]=3[C:3]=12.C(=O)([O-])[O-].[K+].[K+].[C:30]1([CH3:39])[CH:35]=[CH:34][C:33](B(O)O)=[CH:32][CH:31]=1.C(OCC)(=O)C. Product: [CH3:16][C:6]1[N:5]=[C:4]2[S:17][C:18]3[CH2:23][CH2:22][CH2:21][CH2:20][C:19]=3[C:3]2=[C:2]([C:33]2[CH:34]=[CH:35][C:30]([CH3:39])=[CH:31][CH:32]=2)[C:7]=1[CH:8]([O:13][CH2:14][CH3:15])[C:9]([O:11][CH3:12])=[O:10]. The catalyst class is: 108. (2) Reactant: [CH2:1]([C@@:4]12[CH2:12][CH2:11][CH2:10][C@@H:9]([C:13](=[O:18])[CH2:14][C:15]([CH3:17])=[CH2:16])[C@@H:8]1[C:7]1([O:22][CH2:21][CH2:20][O:19]1)[CH2:6][CH2:5]2)[CH:2]=[CH2:3].[H-].[Al+3].[Li+].[H-].[H-].[H-]. Product: [CH2:1]([C@@:4]12[CH2:12][CH2:11][CH2:10][C@@H:9]([C@@H:13]([OH:18])[CH2:14][C:15]([CH3:17])=[CH2:16])[C@@H:8]1[C:7]1([O:19][CH2:20][CH2:21][O:22]1)[CH2:6][CH2:5]2)[CH:2]=[CH2:3]. The catalyst class is: 1. (3) Reactant: N1[CH:6]=[CH:5]C=CC=1.[CH2:7]([C:9]1([OH:12])[CH2:11][CH2:10]1)[CH3:8].[Br:13][CH2:14][C:15](Br)=[O:16]. The catalyst class is: 4. Product: [Br:13][CH2:14][C:15]([O:12][C:9]1([CH2:7][CH3:8])[CH2:11][CH2:10][CH2:6][CH2:5]1)=[O:16]. (4) Reactant: [CH3:1][C:2]1[CH:7]=[C:6]([CH3:8])[CH:5]=[C:4]([CH3:9])[C:3]=1[N:10]=[C:11]=[O:12].[NH2:13][C:14]1[CH:15]=[C:16]([C:35]2[CH:40]=[CH:39][C:38]([F:41])=[CH:37][CH:36]=2)[CH:17]=[CH:18][C:19]=1[C:20]([NH:22][C@H:23]([C:31]([O:33][CH3:34])=[O:32])[C@@H:24]([CH3:30])[O:25][C:26]([CH3:29])([CH3:28])[CH3:27])=[O:21].CCCCCC.C(OCC)(=O)C. Product: [CH3:29][C:26]([O:25][C@H:24]([CH3:30])[C@@H:23]([C:31]([O:33][CH3:34])=[O:32])[NH:22][C:20]([C:19]1[CH:18]=[CH:17][C:16]([C:35]2[CH:36]=[CH:37][C:38]([F:41])=[CH:39][CH:40]=2)=[CH:15][C:14]=1[NH:13][C:11]([NH:10][C:3]1[C:2]([CH3:1])=[CH:7][C:6]([CH3:8])=[CH:5][C:4]=1[CH3:9])=[O:12])=[O:21])([CH3:27])[CH3:28]. The catalyst class is: 17. (5) Reactant: Cl[C:2]1[N:7]=[CH:6][C:5]([C:8]#[C:9][C:10]2[N:11]=[C:12]([CH3:15])[S:13][CH:14]=2)=[CH:4][N:3]=1.[Br-].[CH:17]1([Zn+])[CH2:22][CH2:21][CH2:20][CH2:19][CH2:18]1.C1COCC1. Product: [CH:17]1([C:2]2[N:7]=[CH:6][C:5]([C:8]#[C:9][C:10]3[N:11]=[C:12]([CH3:15])[S:13][CH:14]=3)=[CH:4][N:3]=2)[CH2:22][CH2:21][CH2:20][CH2:19][CH2:18]1. The catalyst class is: 73. (6) Reactant: N[C:2]1[C:7](=[O:8])[N:6]([CH3:9])[CH:5]=[C:4]([C:10]2[CH:11]=[CH:12][C:13]([O:21][CH3:22])=[C:14]([NH:16][S:17]([CH3:20])(=[O:19])=[O:18])[CH:15]=2)[CH:3]=1.[CH2:23]=O.[BH3-][C:26]#[N:27].[Na+]. Product: [CH3:23][N:27]([CH3:26])[C:2]1[C:7](=[O:8])[N:6]([CH3:9])[CH:5]=[C:4]([C:10]2[CH:11]=[CH:12][C:13]([O:21][CH3:22])=[C:14]([NH:16][S:17]([CH3:20])(=[O:19])=[O:18])[CH:15]=2)[CH:3]=1. The catalyst class is: 467. (7) Reactant: Br[C:2]1[CH:3]=[N:4][CH:5]=[C:6]2[C:11]=1[N:10]=[C:9]([C:12]([NH:14][CH2:15][CH2:16][O:17][CH3:18])=[O:13])[CH:8]=[CH:7]2.[Cl:19][C:20]1[CH:25]=[CH:24][CH:23]=[CH:22][C:21]=1B(O)O.C(=O)([O-])[O-].[Cs+].[Cs+]. Product: [Cl:19][C:20]1[CH:25]=[CH:24][CH:23]=[CH:22][C:21]=1[C:2]1[CH:3]=[N:4][CH:5]=[C:6]2[C:11]=1[N:10]=[C:9]([C:12]([NH:14][CH2:15][CH2:16][O:17][CH3:18])=[O:13])[CH:8]=[CH:7]2. The catalyst class is: 688. (8) Reactant: [CH3:1][C:2]1([CH3:32])[C:11]2[C:6](=[CH:7][C:8]([NH:12][C:13](=[O:31])[C:14]3[CH:19]=[CH:18][CH:17]=[N:16][C:15]=3[NH:20][CH2:21]C3N=C4NC=CC4=CC=3)=[CH:9][CH:10]=2)[CH2:5][NH:4][CH2:3]1.[CH3:33][C:34]([OH:36])=O.CN(C(O[N:45]1N=[N:52][C:47]2[CH:48]=[CH:49][CH:50]=[CH:51][C:46]1=2)=[N+](C)C)C.[B-](F)(F)(F)F.[CH3:59]CN(C(C)C)C(C)C. Product: [C:34]([N:4]1[CH2:3][C:2]([CH3:1])([CH3:32])[C:11]2[C:6](=[CH:7][C:8]([NH:12][C:13](=[O:31])[C:14]3[CH:19]=[CH:18][CH:17]=[N:16][C:15]=3[NH:20][CH2:21][C:49]3[CH:48]=[CH:47][N:52]=[C:59]4[NH:45][CH:46]=[CH:51][C:50]=34)=[CH:9][CH:10]=2)[CH2:5]1)(=[O:36])[CH3:33]. The catalyst class is: 329. (9) Reactant: N1C2C(=NC=CC=2)N([O:10][C:11]2[C:20]3[C:15](=[CH:16][CH:17]=[CH:18][CH:19]=3)[N:14]=[CH:13][N:12]=2)N=1.[Cl:21][C:22]1[N:27]=[CH:26][C:25](B(O)O)=[CH:24][CH:23]=1.C([O-])([O-])=O.[Cs+].[Cs+]. Product: [Cl:21][C:22]1[N:27]=[CH:26][C:25]([O:10][C:11]2[C:20]3[C:15](=[CH:16][CH:17]=[CH:18][CH:19]=3)[N:14]=[CH:13][N:12]=2)=[CH:24][CH:23]=1. The catalyst class is: 104. (10) Reactant: [O:1]1[CH2:3][C@@H:2]1[CH2:4][O:5][C:6]1[CH:7]=[CH:8][C:9]2[S:13][C:12]([CH3:14])=[N:11][C:10]=2[CH:15]=1.[N:16]1([C:22]([O:24][C:25]([CH3:28])([CH3:27])[CH3:26])=[O:23])[CH2:21][CH2:20][NH:19][CH2:18][CH2:17]1.[Yb]. Product: [OH:1][C@@H:2]([CH2:4][O:5][C:6]1[CH:7]=[CH:8][C:9]2[S:13][C:12]([CH3:14])=[N:11][C:10]=2[CH:15]=1)[CH2:3][N:19]1[CH2:18][CH2:17][N:16]([C:22]([O:24][C:25]([CH3:28])([CH3:27])[CH3:26])=[O:23])[CH2:21][CH2:20]1. The catalyst class is: 2.